Predict the reactants needed to synthesize the given product. From a dataset of Full USPTO retrosynthesis dataset with 1.9M reactions from patents (1976-2016). Given the product [F:24][C:21]([F:22])([F:23])[C:19]1[CH:18]=[CH:17][C:15]([NH2:16])=[C:14]([C:29]2[CH:34]=[N:33][C:32]([C:35]([F:38])([F:37])[F:36])=[CH:31][CH:30]=2)[CH:20]=1, predict the reactants needed to synthesize it. The reactants are: C1(C)C=CC=CC=1.CC1(C)OB([C:14]2[CH:20]=[C:19]([C:21]([F:24])([F:23])[F:22])[CH:18]=[CH:17][C:15]=2[NH2:16])OC1(C)C.Br[C:29]1[CH:30]=[CH:31][C:32]([C:35]([F:38])([F:37])[F:36])=[N:33][CH:34]=1.C(=O)([O-])[O-].[K+].[K+].